Dataset: Reaction yield outcomes from USPTO patents with 853,638 reactions. Task: Predict the reaction yield, written as a fraction of the theoretical maximum amount of product (1.0 means a 100% yield; for example, 0.34 means a 34% yield). (1) The reactants are F[P:2](F)([C:17]([F:23])([F:22])[C:18]([F:21])([F:20])[F:19])([C:10]([F:16])([F:15])[C:11]([F:14])([F:13])[F:12])[C:3]([F:9])([F:8])[C:4]([F:7])([F:6])[F:5].C[Si](C)(C)[O:27][Si](C)(C)C.FC=C.[Si](F)(C)(C)C. No catalyst specified. The product is [F:8][C:3]([P:2](=[O:27])([C:17]([F:23])([F:22])[C:18]([F:21])([F:20])[F:19])[C:10]([F:16])([F:15])[C:11]([F:14])([F:13])[F:12])([F:9])[C:4]([F:7])([F:6])[F:5]. The yield is 0.900. (2) The reactants are [CH2:1]([P:3]([CH2:6][CH:7]([CH3:10])[CH2:8][OH:9])(=[O:5])[OH:4])[CH3:2].[O-]CCCC.[O-]CCCC.[O-]CCCC.[O-]CCCC.[Ti+4:31]. The catalyst is C1(C)C=CC=CC=1. The product is [Ti+4:31].[CH2:1]([P:3]([CH2:6][CH:7]([CH3:10])[CH2:8][OH:9])(=[O:4])[O-:5])[CH3:2].[CH2:1]([P:3]([CH2:6][CH:7]([CH3:10])[CH2:8][OH:9])(=[O:4])[O-:5])[CH3:2].[CH2:1]([P:3]([CH2:6][CH:7]([CH3:10])[CH2:8][OH:9])(=[O:4])[O-:5])[CH3:2].[CH2:1]([P:3]([CH2:6][CH:7]([CH3:10])[CH2:8][OH:9])(=[O:4])[O-:5])[CH3:2]. The yield is 0.910.